This data is from Forward reaction prediction with 1.9M reactions from USPTO patents (1976-2016). The task is: Predict the product of the given reaction. Given the reactants [C:1]([O:5][C:6](=[O:18])[NH:7][C:8]1[CH:13]=[CH:12][C:11](I)=[CH:10][C:9]=1[N+:15]([O-:17])=[O:16])([CH3:4])([CH3:3])[CH3:2].[F:19][C:20]1[CH:25]=[CH:24][C:23](B(O)O)=[CH:22][CH:21]=1, predict the reaction product. The product is: [C:1]([O:5][C:6](=[O:18])[NH:7][C:8]1[CH:13]=[CH:12][C:11]([C:23]2[CH:24]=[CH:25][C:20]([F:19])=[CH:21][CH:22]=2)=[CH:10][C:9]=1[N+:15]([O-:17])=[O:16])([CH3:4])([CH3:3])[CH3:2].